This data is from Reaction yield outcomes from USPTO patents with 853,638 reactions. The task is: Predict the reaction yield, written as a fraction of the theoretical maximum amount of product (1.0 means a 100% yield; for example, 0.34 means a 34% yield). (1) The reactants are [Si]([O:8][CH2:9][C:10]([C:13]1[S:14][C:15]([C:18]2[CH:23]=[C:22]([F:24])[CH:21]=[C:20]([NH:25][C:26]3[N:31]=[C:30]([CH:32]4[CH2:34][CH2:33]4)[C:29]([F:35])=[CH:28][N:27]=3)[CH:19]=2)=[CH:16][N:17]=1)([OH:12])[CH3:11])(C(C)(C)C)(C)C.Cl. The catalyst is CO. The product is [CH:32]1([C:30]2[C:29]([F:35])=[CH:28][N:27]=[C:26]([NH:25][C:20]3[CH:19]=[C:18]([C:15]4[S:14][C:13]([C:10]([OH:12])([CH3:11])[CH2:9][OH:8])=[N:17][CH:16]=4)[CH:23]=[C:22]([F:24])[CH:21]=3)[N:31]=2)[CH2:33][CH2:34]1. The yield is 0.810. (2) The reactants are Cl[CH2:2][CH2:3][S:4](Cl)(=[O:6])=[O:5].[CH3:8][NH:9][CH:10]1[CH2:15][CH2:14][N:13]([C:16]2[CH:21]=[CH:20][N:19]=[CH:18][CH:17]=2)[CH2:12][CH2:11]1.C(N(CC)CC)C. The catalyst is C(Cl)Cl.C(=O)(O)[O-].[Na+]. The product is [CH3:8][N:9]([CH:10]1[CH2:11][CH2:12][N:13]([C:16]2[CH:17]=[CH:18][N:19]=[CH:20][CH:21]=2)[CH2:14][CH2:15]1)[S:4]([CH:3]=[CH2:2])(=[O:6])=[O:5]. The yield is 0.360. (3) The reactants are [CH3:1][O:2][C:3]1[CH:8]=[CH:7][C:6](B(O)O)=[CH:5][CH:4]=1.Br[C:13]1[S:17][C:16]([S:18]([N:21]2[CH:25]=[CH:24][CH:23]=[CH:22]2)(=[O:20])=[O:19])=[CH:15][CH:14]=1. No catalyst specified. The product is [CH3:1][O:2][C:3]1[CH:8]=[CH:7][C:6]([C:13]2[S:17][C:16]([S:18]([N:21]3[CH:25]=[CH:24][CH:23]=[CH:22]3)(=[O:19])=[O:20])=[CH:15][CH:14]=2)=[CH:5][CH:4]=1. The yield is 1.00.